This data is from Full USPTO retrosynthesis dataset with 1.9M reactions from patents (1976-2016). The task is: Predict the reactants needed to synthesize the given product. (1) Given the product [CH2:16]([O:15][C:14]([NH:13][CH:12]1[CH2:11][C:10]2[C:5](=[CH:6][CH:7]=[C:8]([O:24][C:25]3[CH:30]=[CH:29][CH:28]=[C:27]([C:31]([F:34])([F:33])[F:32])[CH:26]=3)[CH:9]=2)[N:4]=[C:3]1[NH:36][NH:35][C:37]([O:39][CH3:40])=[O:38])=[O:23])[C:17]1[CH:22]=[CH:21][CH:20]=[CH:19][CH:18]=1, predict the reactants needed to synthesize it. The reactants are: CS[C:3]1[CH:12]([NH:13][C:14](=[O:23])[O:15][CH2:16][C:17]2[CH:22]=[CH:21][CH:20]=[CH:19][CH:18]=2)[CH2:11][C:10]2[C:5](=[CH:6][CH:7]=[C:8]([O:24][C:25]3[CH:30]=[CH:29][CH:28]=[C:27]([C:31]([F:34])([F:33])[F:32])[CH:26]=3)[CH:9]=2)[N:4]=1.[NH:35]([C:37]([O:39][CH3:40])=[O:38])[NH2:36]. (2) Given the product [CH2:11]([O:18][C:19]1[C:20]([O:27][CH2:28][CH:29]2[CH2:31][CH2:30]2)=[C:21]([CH:22]([C:10]2[C:4]3[C:5](=[N:6][CH:7]=[C:2]([Cl:1])[CH:3]=3)[NH:8][CH:9]=2)[OH:23])[CH:24]=[CH:25][CH:26]=1)[C:12]1[CH:13]=[CH:14][CH:15]=[CH:16][CH:17]=1, predict the reactants needed to synthesize it. The reactants are: [Cl:1][C:2]1[CH:3]=[C:4]2[CH:10]=[CH:9][NH:8][C:5]2=[N:6][CH:7]=1.[CH2:11]([O:18][C:19]1[C:20]([O:27][CH2:28][CH:29]2[CH2:31][CH2:30]2)=[C:21]([CH:24]=[CH:25][CH:26]=1)[CH:22]=[O:23])[C:12]1[CH:17]=[CH:16][CH:15]=[CH:14][CH:13]=1.[OH-].[K+].O. (3) Given the product [ClH:1].[Cl:1][C:2]1[C:11]2[C:6](=[CH:7][C:8]([S:12]([NH:15][C:16]3([C:21]([N:28]4[CH2:33][CH2:32][O:31][CH2:30][CH2:29]4)=[O:22])[CH2:17][CH2:18][CH2:19][CH2:20]3)(=[O:13])=[O:14])=[CH:9][CH:10]=2)[C:5]([NH:24][C:25]([NH2:27])=[NH:26])=[N:4][CH:3]=1, predict the reactants needed to synthesize it. The reactants are: [Cl:1][C:2]1[C:11]2[C:6](=[CH:7][C:8]([S:12]([NH:15][C:16]3([C:21](Cl)=[O:22])[CH2:20][CH2:19][CH2:18][CH2:17]3)(=[O:14])=[O:13])=[CH:9][CH:10]=2)[C:5]([NH:24][C:25]([NH2:27])=[NH:26])=[N:4][CH:3]=1.[NH:28]1[CH2:33][CH2:32][O:31][CH2:30][CH2:29]1. (4) Given the product [F:12][C:2]([F:1])([F:13])[C:3]1[C:8]([C:9]([NH:26][CH:27]([CH2:30][OH:31])[CH2:28][OH:29])=[O:11])=[CH:7][N:6]=[CH:5][CH:4]=1, predict the reactants needed to synthesize it. The reactants are: [F:1][C:2]([F:13])([F:12])[C:3]1[C:8]([C:9]([OH:11])=O)=[CH:7][N:6]=[CH:5][CH:4]=1.C(C1NC=CN=1)(C1NC=CN=1)=O.[NH2:26][CH:27]([CH2:30][OH:31])[CH2:28][OH:29]. (5) Given the product [F:1][C:2]([F:10])([F:9])[C:3]1([C:6]2[S:14][C:13]([NH2:15])=[N:12][N:11]=2)[CH2:5][CH2:4]1, predict the reactants needed to synthesize it. The reactants are: [F:1][C:2]([F:10])([F:9])[C:3]1([C:6](O)=O)[CH2:5][CH2:4]1.[NH2:11][NH:12][C:13]([NH2:15])=[S:14].P(Cl)(Cl)(Cl)=O. (6) Given the product [OH:14][C@@H:13]1[CH2:2][CH2:1][NH:7][C@@H:8]1[C:11]([OH:12])=[O:18], predict the reactants needed to synthesize it. The reactants are: [CH2:1]([NH:7][C:8]([CH2:13][OH:14])([CH2:11][OH:12])CO)[CH2:2]S(O)(=O)=O.N1CCC[C@H]1C(O)=[O:18].O=C(CCC(O)=O)C(O)=O.O=C1O[C@H]([C@H](CO)O)C(O)=C1O.